Dataset: Catalyst prediction with 721,799 reactions and 888 catalyst types from USPTO. Task: Predict which catalyst facilitates the given reaction. (1) Reactant: [F:1][C:2]1[CH:10]=[CH:9][C:8]2[C:4](=[CH:5][N:6]([CH3:11])[N:7]=2)[C:3]=1[C@@H:12]1[CH2:14][C@H:13]1[CH2:15][NH2:16].C(N(CC)CC)C.[C:24](O[C:24]([O:26][C:27]([CH3:30])([CH3:29])[CH3:28])=[O:25])([O:26][C:27]([CH3:30])([CH3:29])[CH3:28])=[O:25]. Product: [C:27]([O:26][C:24](=[O:25])[NH:16][CH2:15][C@@H:13]1[CH2:14][C@H:12]1[C:3]1[C:4]2[C:8]([CH:9]=[CH:10][C:2]=1[F:1])=[N:7][N:6]([CH3:11])[CH:5]=2)([CH3:30])([CH3:29])[CH3:28]. The catalyst class is: 7. (2) Reactant: [CH3:1][N:2]1[CH:7]=[C:6](B2OC(C)(C)C(C)(C)O2)[CH:5]=[CH:4][C:3]1=[O:17].Br[C:19]1[CH:20]=[CH:21][C:22]([NH2:27])=[N:23][C:24]=1[O:25][CH3:26].C(=O)([O-])[O-].[K+].[K+]. Product: [NH2:27][C:22]1[N:23]=[C:24]([O:25][CH3:26])[C:19]([C:6]2[CH:5]=[CH:4][C:3](=[O:17])[N:2]([CH3:1])[CH:7]=2)=[CH:20][CH:21]=1. The catalyst class is: 12.